Dataset: Peptide-MHC class II binding affinity with 134,281 pairs from IEDB. Task: Regression. Given a peptide amino acid sequence and an MHC pseudo amino acid sequence, predict their binding affinity value. This is MHC class II binding data. (1) The peptide sequence is TWAENIQVAINQVRAII. The MHC is DRB1_0401 with pseudo-sequence DRB1_0401. The binding affinity (normalized) is 0.105. (2) The peptide sequence is ESWGAVWRIDTPDKL. The MHC is DRB1_0405 with pseudo-sequence DRB1_0405. The binding affinity (normalized) is 0.479. (3) The peptide sequence is AVFEAALTKAITAMS. The MHC is DRB4_0101 with pseudo-sequence DRB4_0103. The binding affinity (normalized) is 0.187. (4) The peptide sequence is QAYAATVAAAPQVKY. The MHC is DRB1_0404 with pseudo-sequence DRB1_0404. The binding affinity (normalized) is 0.390. (5) The peptide sequence is GELQIVDKIDAAFKI. The MHC is DRB1_0901 with pseudo-sequence DRB1_0901. The binding affinity (normalized) is 0.237. (6) The peptide sequence is VNKMLAVLDTNILWV. The MHC is DRB1_0405 with pseudo-sequence DRB1_0405. The binding affinity (normalized) is 0.720. (7) The peptide sequence is AYKKVWRDHRGTI. The MHC is H-2-IEd with pseudo-sequence H-2-IEd. The binding affinity (normalized) is 0.523. (8) The peptide sequence is FNILTGKKITAHLKR. The MHC is HLA-DQA10201-DQB10402 with pseudo-sequence HLA-DQA10201-DQB10402. The binding affinity (normalized) is 0.263.